From a dataset of Forward reaction prediction with 1.9M reactions from USPTO patents (1976-2016). Predict the product of the given reaction. (1) Given the reactants [C:1]([C:3]1[CH:4]=[C:5]([N:9]2[C:15](=[O:16])[CH2:14][C:13](=[O:17])[NH:12][C:11]3[C:18]4[CH2:19][CH2:20][CH2:21][CH2:22][C:23]=4[CH:24]=[CH:25][C:10]2=3)[CH:6]=[CH:7][CH:8]=1)#[N:2].C([Sn]([N:39]=[N+:40]=[N-:41])(CCCC)CCCC)CCC.C(=O)([O-])O.[Na+], predict the reaction product. The product is: [NH:39]1[C:1]([C:3]2[CH:4]=[C:5]([N:9]3[C:15](=[O:16])[CH2:14][C:13](=[O:17])[NH:12][C:11]4[C:18]5[CH2:19][CH2:20][CH2:21][CH2:22][C:23]=5[CH:24]=[CH:25][C:10]3=4)[CH:6]=[CH:7][CH:8]=2)=[N:2][N:41]=[N:40]1. (2) Given the reactants [Cl:1][C:2]1[C:8](Cl)=[CH:7][C:5]([NH2:6])=[C:4]([N+:10]([O-:12])=[O:11])[CH:3]=1.[CH2:13]([N:15]1[CH2:20][CH2:19][NH:18][CH2:17][CH2:16]1)[CH3:14].C(=O)([O-])[O-].[K+].[K+].O, predict the reaction product. The product is: [Cl:1][C:2]1[C:8]([N:18]2[CH2:19][CH2:20][N:15]([CH2:13][CH3:14])[CH2:16][CH2:17]2)=[CH:7][C:5]([NH2:6])=[C:4]([N+:10]([O-:12])=[O:11])[CH:3]=1. (3) Given the reactants C(OC([NH:8][C@H:9]([C:22]([O:24][CH3:25])=[O:23])[CH2:10][C:11]1[C:19]2[C:14](=[CH:15][CH:16]=[CH:17][CH:18]=2)[N:13]([CH:20]=[O:21])[CH:12]=1)=O)(C)(C)C.[ClH:26].O1CCOCC1, predict the reaction product. The product is: [ClH:26].[CH:20]([N:13]1[C:14]2[C:19](=[CH:18][CH:17]=[CH:16][CH:15]=2)[C:11]([CH2:10][C@@H:9]([C:22]([O:24][CH3:25])=[O:23])[NH2:8])=[CH:12]1)=[O:21]. (4) Given the reactants [C:1]1([CH2:7][NH:8][C:9]2[NH:13][N:12]=[C:11]([C:14]3[CH:15]=[CH:16][C:17]4[O:23][CH2:22][CH2:21][N:20]([C:24](OC(C)(C)C)=[O:25])[CH2:19][C:18]=4[CH:31]=3)[CH:10]=2)[CH:6]=[CH:5][CH:4]=[CH:3][CH:2]=1.C(N(CC)CC)C.[CH3:39][CH:40]1[CH2:45][CH2:44][N:43](C(Cl)=O)[CH2:42][CH2:41]1, predict the reaction product. The product is: [CH3:39][CH:40]1[CH2:45][CH2:44][N:43]([C:24]([N:20]2[CH2:19][C:18]3[CH:31]=[C:14]([C:11]4[CH:10]=[C:9]([NH:8][CH2:7][C:1]5[CH:2]=[CH:3][CH:4]=[CH:5][CH:6]=5)[NH:13][N:12]=4)[CH:15]=[CH:16][C:17]=3[O:23][CH2:22][CH2:21]2)=[O:25])[CH2:42][CH2:41]1. (5) The product is: [NH2:1][C:2]1[N:11]=[C:10]([C:12]([N:14]2[CH2:22][C:21]3[C:16](=[CH:17][CH:18]=[CH:19][CH:20]=3)[CH2:15]2)=[O:13])[C:9]2[C:4](=[CH:5][CH:6]=[C:7]([C:23]3[CH:28]=[C:27]([F:29])[C:26]([F:30])=[CH:25][C:24]=3[CH2:31][N:43]3[CH2:44][CH2:45][N:40]([CH3:39])[CH2:41][CH2:42]3)[CH:8]=2)[N:3]=1. Given the reactants [NH2:1][C:2]1[N:11]=[C:10]([C:12]([N:14]2[CH2:22][C:21]3[C:16](=[CH:17][CH:18]=[CH:19][CH:20]=3)[CH2:15]2)=[O:13])[C:9]2[C:4](=[CH:5][CH:6]=[C:7]([C:23]3[CH:28]=[C:27]([F:29])[C:26]([F:30])=[CH:25][C:24]=3[CH2:31]Cl)[CH:8]=2)[N:3]=1.C(=O)([O-])[O-].[Cs+].[Cs+].[CH3:39][N:40]1[CH2:45][CH2:44][NH:43][CH2:42][CH2:41]1, predict the reaction product. (6) Given the reactants [CH:1]1[C:11]2[CH2:10][C:9]3([CH2:15][CH2:14][CH:13]([N:16]4[CH2:21][CH2:20][CH:19]=[C:18]([C:22]([O:24]C)=[O:23])[CH2:17]4)[CH2:12]3)[C:8]3[CH:26]=[CH:27][CH:28]=[CH:29][C:7]=3[O:6][C:5]=2[CH:4]=[CH:3][CH:2]=1.O.[OH-].[Li+], predict the reaction product. The product is: [CH:1]1[C:11]2[CH2:10][C:9]3([CH2:15][CH2:14][CH:13]([N:16]4[CH2:21][CH2:20][CH:19]=[C:18]([C:22]([OH:24])=[O:23])[CH2:17]4)[CH2:12]3)[C:8]3[CH:26]=[CH:27][CH:28]=[CH:29][C:7]=3[O:6][C:5]=2[CH:4]=[CH:3][CH:2]=1. (7) The product is: [C:29]([C:7]1[N:6]=[C:5]2[NH:4][N:3]=[CH:2][C:10]2=[C:9]([C:11]2[CH:12]=[CH:13][C:14]([NH:17][C:18]([NH:20][C:21]3[CH:26]=[CH:25][CH:24]=[C:23]([CH2:27][CH3:28])[CH:22]=3)=[O:19])=[CH:15][CH:16]=2)[CH:8]=1)([CH3:32])([CH3:31])[CH3:30]. Given the reactants N[C:2]1[C:10]2[C:5](=[N:6][C:7]([C:29]([CH3:32])([CH3:31])[CH3:30])=[CH:8][C:9]=2[C:11]2[CH:16]=[CH:15][C:14]([NH:17][C:18]([NH:20][C:21]3[CH:26]=[CH:25][CH:24]=[C:23]([CH2:27][CH3:28])[CH:22]=3)=[O:19])=[CH:13][CH:12]=2)[NH:4][N:3]=1.S(=O)(=O)(O)O.N([O-])=O.[Na+], predict the reaction product. (8) Given the reactants [N+:1]([C:4]1[CH:23]=[CH:22][C:7]([O:8][C:9]2[CH:14]=[CH:13][CH:12]=[CH:11][C:10]=2[C:15]2[CH:20]=[CH:19][N:18]=[C:17]([NH2:21])[N:16]=2)=[CH:6][CH:5]=1)([O-])=O.[H][H], predict the reaction product. The product is: [NH2:1][C:4]1[CH:5]=[CH:6][C:7]([O:8][C:9]2[CH:14]=[CH:13][CH:12]=[CH:11][C:10]=2[C:15]2[CH:20]=[CH:19][N:18]=[C:17]([NH2:21])[N:16]=2)=[CH:22][CH:23]=1. (9) Given the reactants [CH2:1]([C@H:8]([NH:39][C:40](=[O:66])[C@H:41]([CH2:43][C:44]([NH:46][C:47]([C:60]1[CH:65]=[CH:64][CH:63]=[CH:62][CH:61]=1)([C:54]1[CH:59]=[CH:58][CH:57]=[CH:56][CH:55]=1)[C:48]1[CH:53]=[CH:52][CH:51]=[CH:50][CH:49]=1)=[O:45])[NH2:42])[C@@H:9]([OH:38])[CH2:10][C@@H:11]([NH:25][C:26](=[O:37])[C@H:27]([C:33]([CH3:36])([CH3:35])[CH3:34])[NH:28][C:29]([O:31][CH3:32])=[O:30])[CH2:12][C:13]1[CH:18]=[CH:17][C:16]([C:19]2[CH:24]=[CH:23][CH:22]=[CH:21][N:20]=2)=[CH:15][CH:14]=1)[C:2]1[CH:7]=[CH:6][CH:5]=[CH:4][CH:3]=1.Cl[C:68]([O:70][CH3:71])=[O:69].C(N(CC)CC)C, predict the reaction product. The product is: [CH2:1]([C@H:8]([NH:39][C:40](=[O:66])[C@H:41]([CH2:43][C:44]([NH:46][C:47]([C:48]1[CH:49]=[CH:50][CH:51]=[CH:52][CH:53]=1)([C:60]1[CH:61]=[CH:62][CH:63]=[CH:64][CH:65]=1)[C:54]1[CH:59]=[CH:58][CH:57]=[CH:56][CH:55]=1)=[O:45])[NH:42][C:68]([O:70][CH3:71])=[O:69])[C@@H:9]([OH:38])[CH2:10][C@@H:11]([NH:25][C:26](=[O:37])[C@H:27]([C:33]([CH3:34])([CH3:35])[CH3:36])[NH:28][C:29]([O:31][CH3:32])=[O:30])[CH2:12][C:13]1[CH:18]=[CH:17][C:16]([C:19]2[CH:24]=[CH:23][CH:22]=[CH:21][N:20]=2)=[CH:15][CH:14]=1)[C:2]1[CH:3]=[CH:4][CH:5]=[CH:6][CH:7]=1.